This data is from Full USPTO retrosynthesis dataset with 1.9M reactions from patents (1976-2016). The task is: Predict the reactants needed to synthesize the given product. (1) The reactants are: Cl[C:2]([F:16])([F:15])[C:3]1[NH:7][C:6]2[CH:8]=[CH:9][CH:10]=[C:11]([C:12]([NH2:14])=[O:13])[C:5]=2[N:4]=1.CN(C)[CH:19]=[O:20].O. Given the product [F:15][C:2]([F:16])([O:20][CH3:19])[C:3]1[NH:7][C:6]2[CH:8]=[CH:9][CH:10]=[C:11]([C:12]([NH2:14])=[O:13])[C:5]=2[N:4]=1, predict the reactants needed to synthesize it. (2) Given the product [C:8]([C:7]1[N:6]=[N:5][C:4]([S:13][CH3:14])=[N:3][C:2]=1[NH:15][C:16]1[CH:17]=[CH:18][C:19]([C:20]([O:22][CH3:23])=[O:21])=[CH:24][CH:25]=1)(=[O:10])[NH2:29], predict the reactants needed to synthesize it. The reactants are: Cl[C:2]1[N:3]=[C:4]([S:13][CH3:14])[N:5]=[N:6][C:7]=1[C:8]([O:10]CC)=O.[NH2:15][C:16]1[CH:25]=[CH:24][C:19]([C:20]([O:22][CH3:23])=[O:21])=[CH:18][CH:17]=1.C([N:29](C(C)C)CC)(C)C.N. (3) Given the product [F:24][C:22]1[C:21]([CH2:25][OH:26])=[CH:20][CH:19]=[C:18]([N:16]2[C:10]3[CH:9]=[C:8]([C:6]4[CH:5]=[N:4][CH:3]=[C:2]([CH3:1])[N:7]=4)[N:13]=[CH:12][C:11]=3[CH:14]=[N:15]2)[N:23]=1, predict the reactants needed to synthesize it. The reactants are: [CH3:1][C:2]1[N:7]=[C:6]([C:8]2[N:13]=[CH:12][C:11]3[CH:14]=[N:15][NH:16][C:10]=3[CH:9]=2)[CH:5]=[N:4][CH:3]=1.Br[C:18]1[N:23]=[C:22]([F:24])[C:21]([CH2:25][OH:26])=[CH:20][CH:19]=1.C(=O)([O-])[O-].[K+].[K+].CNCCNC. (4) Given the product [CH2:17]([O:16][C:14]([N:1]([CH3:30])[C@H:2]([C:11]([OH:13])=[O:12])[CH2:3][C:4]1[CH:35]=[CH:34][C:38]([O:37][CH3:36])=[CH:8][CH:9]=1)=[O:15])[C:18]1[CH:19]=[CH:20][CH:21]=[CH:22][CH:23]=1, predict the reactants needed to synthesize it. The reactants are: [NH:1]([C:14]([O:16][CH2:17][C:18]1[CH:23]=[CH:22][CH:21]=[CH:20][CH:19]=1)=[O:15])[C@H:2]([C:11]([OH:13])=[O:12])[CH2:3][C:4]1[CH:9]=[CH:8]C(O)=CC=1.[OH-].[K+].S(OC)(O[CH3:30])(=O)=O.O.[CH2:34]1[CH2:38][O:37][CH2:36][CH2:35]1. (5) Given the product [O:15]=[C:8]1[C:9]2[C:14](=[CH:13][CH:12]=[CH:11][N:10]=2)[N:5]([CH2:4][C:3]2[CH:21]=[CH:22][CH:23]=[CH:24][C:2]=2[C:30]2[CH:31]=[CH:32][C:27]([C:26]([F:37])([F:36])[F:25])=[CH:28][CH:29]=2)[CH:6]=[C:7]1[C:16]([O:18][CH2:19][CH3:20])=[O:17], predict the reactants needed to synthesize it. The reactants are: Br[C:2]1[CH:24]=[CH:23][CH:22]=[CH:21][C:3]=1[CH2:4][N:5]1[C:14]2[C:9](=[N:10][CH:11]=[CH:12][CH:13]=2)[C:8](=[O:15])[C:7]([C:16]([O:18][CH2:19][CH3:20])=[O:17])=[CH:6]1.[F:25][C:26]([F:37])([F:36])[C:27]1[CH:32]=[CH:31][C:30](B(O)O)=[CH:29][CH:28]=1.C1(P(C2CCCCC2)C2C=CC=CC=2C2C(OC)=CC=CC=2OC)CCCCC1.P([O-])([O-])([O-])=O.[K+].[K+].[K+]. (6) Given the product [O:1]1[C:5]2[CH:6]=[CH:7][C:8]([C:10]3[S:11][CH:12]=[C:13]([C:15]([NH:18][C:19]4[S:20][C:21]([C:24]([O:26][CH2:27][CH3:28])=[O:25])=[CH:22][N:23]=4)=[O:17])[N:14]=3)=[CH:9][C:4]=2[CH2:3][CH2:2]1, predict the reactants needed to synthesize it. The reactants are: [O:1]1[C:5]2[CH:6]=[CH:7][C:8]([C:10]3[S:11][CH:12]=[C:13]([C:15]([OH:17])=O)[N:14]=3)=[CH:9][C:4]=2[CH2:3][CH2:2]1.[NH2:18][C:19]1[S:20][C:21]([C:24]([O:26][CH2:27][CH3:28])=[O:25])=[CH:22][N:23]=1.CN(C(ON1N=NC2C=CC=CC1=2)=[N+](C)C)C.F[P-](F)(F)(F)(F)F.